This data is from Catalyst prediction with 721,799 reactions and 888 catalyst types from USPTO. The task is: Predict which catalyst facilitates the given reaction. (1) Reactant: [OH:1][CH:2]([CH2:6][CH2:7][S:8][CH3:9])[C:3]([OH:5])=[O:4].C.[CH2:11](O)[CH2:12][CH2:13][CH2:14][CH2:15][CH2:16][CH2:17][CH2:18][CH2:19][CH3:20].S([O-])(O)(=O)=O.[Na+]. Product: [OH:1][CH:2]([CH2:6][CH2:7][S:8][CH3:9])[C:3]([O:5][CH2:11][CH2:12][CH2:13][CH2:14][CH2:15][CH2:16][CH2:17][CH2:18][CH2:19][CH3:20])=[O:4]. The catalyst class is: 226. (2) Reactant: [Br:1][C:2]1[CH:3]=[C:4]([C:9]#[N:10])[C:5](Cl)=[N:6][CH:7]=1.C([O-])([O-])=O.[Cs+].[Cs+].[C:17]([O:21][CH2:22][CH3:23])(=[O:20])[CH2:18][OH:19].CN1C(=O)CCC1. Product: [CH2:22]([O:21][C:17]([C:18]1[O:19][C:5]2=[N:6][CH:7]=[C:2]([Br:1])[CH:3]=[C:4]2[C:9]=1[NH2:10])=[O:20])[CH3:23]. The catalyst class is: 316. (3) The catalyst class is: 9. Product: [CH2:21]([N:9]1[C:10]2[C:6](=[CH:5][C:4]([N+:11]([O-:13])=[O:12])=[CH:3][C:2]=2[Br:1])[CH:7]=[CH:8]1)[C:22]1[CH:27]=[CH:26][CH:25]=[CH:24][CH:23]=1. Reactant: [Br:1][C:2]1[CH:3]=[C:4]([N+:11]([O-:13])=[O:12])[CH:5]=[C:6]2[C:10]=1[NH:9][CH:8]=[CH:7]2.CC(C)([O-])C.[K+].Br[CH2:21][C:22]1[CH:27]=[CH:26][CH:25]=[CH:24][CH:23]=1.O. (4) Product: [ClH:1].[Cl:1][C:2]1[CH:7]=[C:6]([O:8][C:9]2[C:10]3[N:17]([CH3:18])[CH:16]=[CH:15][C:11]=3[N:12]=[CH:13][N:14]=2)[CH:5]=[CH:4][C:3]=1[NH:19][C:20]([NH:22][C:23]1[CH:28]=[CH:27][CH:26]=[C:25]([C:29]([F:31])([F:30])[F:32])[CH:24]=1)=[O:21]. The catalyst class is: 336. Reactant: [Cl:1][C:2]1[CH:7]=[C:6]([O:8][C:9]2[C:10]3[N:17]([CH3:18])[CH:16]=[CH:15][C:11]=3[N:12]=[CH:13][N:14]=2)[CH:5]=[CH:4][C:3]=1[NH:19][C:20]([NH:22][C:23]1[CH:28]=[CH:27][CH:26]=[C:25]([C:29]([F:32])([F:31])[F:30])[CH:24]=1)=[O:21].C(OCC)(=O)C.Cl. (5) Product: [BH3:1].[C:13]1([C@H:10]2[CH2:11][CH2:12][C@H:8]([C:2]3[CH:7]=[CH:6][CH:5]=[CH:4][CH:3]=3)[P:9]2[CH2:19][O:20][S:28]([C:31]([F:34])([F:33])[F:32])(=[O:30])=[O:29])[CH:14]=[CH:15][CH:16]=[CH:17][CH:18]=1. Reactant: [BH3:1].[C:2]1([C@H:8]2[CH2:12][CH2:11][C@H:10]([C:13]3[CH:18]=[CH:17][CH:16]=[CH:15][CH:14]=3)[P:9]2[CH2:19][OH:20])[CH:7]=[CH:6][CH:5]=[CH:4][CH:3]=1.C(N(CC)CC)C.[S:28](O[S:28]([C:31]([F:34])([F:33])[F:32])(=[O:30])=[O:29])([C:31]([F:34])([F:33])[F:32])(=[O:30])=[O:29]. The catalyst class is: 2.